Predict the product of the given reaction. From a dataset of Forward reaction prediction with 1.9M reactions from USPTO patents (1976-2016). (1) Given the reactants [CH:1]([N:4]([CH2:6][C:7]1[N:8]=[C:9]([NH2:12])[S:10][CH:11]=1)[CH3:5])([CH3:3])[CH3:2].[Cl:13][C:14]1[CH:15]=[C:16]([N:21]=[C:22]=[O:23])[CH:17]=[CH:18][C:19]=1[CH3:20], predict the reaction product. The product is: [Cl:13][C:14]1[CH:15]=[C:16]([NH:21][C:22]([NH:12][C:9]2[S:10][CH:11]=[C:7]([CH2:6][N:4]([CH:1]([CH3:3])[CH3:2])[CH3:5])[N:8]=2)=[O:23])[CH:17]=[CH:18][C:19]=1[CH3:20]. (2) Given the reactants [Cl:1][C:2]1[CH:3]=[CH:4][C:5]([O:11][CH2:12][CH3:13])=[C:6](B(O)O)[CH:7]=1.Br[C:15]1[CH:20]=[CH:19][C:18]([C@H:21]([NH2:23])[CH3:22])=[CH:17][CH:16]=1, predict the reaction product. The product is: [Cl:1][C:2]1[CH:3]=[CH:4][C:5]([O:11][CH2:12][CH3:13])=[C:6]([C:15]2[CH:20]=[CH:19][C:18]([C@H:21]([NH2:23])[CH3:22])=[CH:17][CH:16]=2)[CH:7]=1. (3) Given the reactants [OH-].[Na+].[CH2:3]([O:10][C:11]1[CH:12]=[CH:13][C:14]([C:17]2[N:21]([C:22]3[CH:23]=[N:24][C:25]([O:28][CH3:29])=[CH:26][CH:27]=3)[N:20]=[C:19]([C:30]([O:32]CC)=[O:31])[CH:18]=2)=[N:15][CH:16]=1)[C:4]1[CH:9]=[CH:8][CH:7]=[CH:6][CH:5]=1, predict the reaction product. The product is: [CH2:3]([O:10][C:11]1[CH:12]=[CH:13][C:14]([C:17]2[N:21]([C:22]3[CH:23]=[N:24][C:25]([O:28][CH3:29])=[CH:26][CH:27]=3)[N:20]=[C:19]([C:30]([OH:32])=[O:31])[CH:18]=2)=[N:15][CH:16]=1)[C:4]1[CH:5]=[CH:6][CH:7]=[CH:8][CH:9]=1. (4) Given the reactants [CH3:1][O:2][C:3]1[C:11]([N+:12]([O-:14])=[O:13])=[CH:10][CH:9]=[CH:8][C:4]=1[C:5]([OH:7])=O.[CH3:15][N:16]1[CH2:21][CH2:20][NH:19][CH2:18][CH2:17]1.O.ON1C2C=CC=CC=2N=N1.C([O-])(O)=O.[Na+], predict the reaction product. The product is: [CH3:1][O:2][C:3]1[C:11]([N+:12]([O-:14])=[O:13])=[CH:10][CH:9]=[CH:8][C:4]=1[C:5]([N:19]1[CH2:20][CH2:21][N:16]([CH3:15])[CH2:17][CH2:18]1)=[O:7]. (5) Given the reactants FC(F)(F)C(O)=O.[NH2:8][C@@H:9]([CH2:45][F:46])[C@@H:10]([NH:18][C:19](=[O:44])[C:20]1[CH:25]=[C:24]([N:26]([CH2:32][CH2:33][O:34][CH3:35])[CH2:27][C@H:28]2[CH2:30][C@@H:29]2[CH3:31])[N:23]=[C:22]([N:36]([S:38]([CH:41]([CH3:43])[CH3:42])(=[O:40])=[O:39])[CH3:37])[CH:21]=1)[CH2:11][C:12]1[CH:17]=[CH:16][CH:15]=[CH:14][CH:13]=1.C1C(=O)N([Cl:54])C(=O)C1, predict the reaction product. The product is: [NH2:8][C@@H:9]([CH2:45][F:46])[C@@H:10]([NH:18][C:19](=[O:44])[C:20]1[CH:25]=[C:24]([N:26]([CH2:32][CH2:33][O:34][CH3:35])[CH2:27][C@H:28]2[CH2:30][C@@H:29]2[CH3:31])[N:23]=[C:22]([N:36]([S:38]([CH:41]([CH3:43])[CH3:42])(=[O:39])=[O:40])[CH3:37])[C:21]=1[Cl:54])[CH2:11][C:12]1[CH:13]=[CH:14][CH:15]=[CH:16][CH:17]=1. (6) Given the reactants [CH3:1][N:2]1[CH:6]=[C:5]([NH2:7])[N:4]=[CH:3]1.[Cl:8][C:9]1[N:10]=[C:11](Cl)[C:12]2[S:17][CH:16]=[C:15]([CH3:18])[C:13]=2[N:14]=1, predict the reaction product. The product is: [Cl:8][C:9]1[N:10]=[C:11]([NH:7][C:5]2[N:4]=[CH:3][N:2]([CH3:1])[CH:6]=2)[C:12]2[S:17][CH:16]=[C:15]([CH3:18])[C:13]=2[N:14]=1.